Dataset: Forward reaction prediction with 1.9M reactions from USPTO patents (1976-2016). Task: Predict the product of the given reaction. (1) Given the reactants [F:1][C:2]1[CH:7]=[C:6]([CH2:8][C:9]2[C:10](=[O:28])[N:11]([C@H:21]3[CH2:26][CH2:25][C@H:24]([OH:27])[CH2:23][CH2:22]3)[C:12]3[N:13]([N:18]=[CH:19][CH:20]=3)[C:14]=2[CH2:15][CH2:16][CH3:17])[CH:5]=[CH:4][C:3]=1[C:29]1[C:30]([C:35]#[N:36])=[CH:31][CH:32]=[CH:33][CH:34]=1.[N+](=[CH:39][C:40]([O:42][CH2:43][CH3:44])=[O:41])=[N-].C(OCC)(=O)C.O, predict the reaction product. The product is: [CH2:43]([O:42][C:40](=[O:41])[CH2:39][O:27][C@H:24]1[CH2:25][CH2:26][C@H:21]([N:11]2[C:10](=[O:28])[C:9]([CH2:8][C:6]3[CH:5]=[CH:4][C:3]([C:29]4[CH:34]=[CH:33][CH:32]=[CH:31][C:30]=4[C:35]#[N:36])=[C:2]([F:1])[CH:7]=3)=[C:14]([CH2:15][CH2:16][CH3:17])[N:13]3[N:18]=[CH:19][CH:20]=[C:12]23)[CH2:22][CH2:23]1)[CH3:44]. (2) Given the reactants [CH:1]1([CH:7]([NH:18][C:19]2[CH:20]=[CH:21][C:22]([C:25]([N:27]([CH3:35])[CH2:28][CH2:29][C:30]([O:32]CC)=[O:31])=[O:26])=[N:23][CH:24]=2)[C:8]2[S:9][C:10]3[CH:17]=[CH:16][CH:15]=[CH:14][C:11]=3[C:12]=2[CH3:13])[CH2:6][CH2:5][CH2:4][CH2:3][CH2:2]1.O1CCCC1.[OH-].[Na+], predict the reaction product. The product is: [CH:1]1([CH:7]([NH:18][C:19]2[CH:20]=[CH:21][C:22]([C:25]([N:27]([CH3:35])[CH2:28][CH2:29][C:30]([OH:32])=[O:31])=[O:26])=[N:23][CH:24]=2)[C:8]2[S:9][C:10]3[CH:17]=[CH:16][CH:15]=[CH:14][C:11]=3[C:12]=2[CH3:13])[CH2:6][CH2:5][CH2:4][CH2:3][CH2:2]1. (3) Given the reactants [Cl:1][C:2]1[CH:7]=[C:6]2[NH:8][C:9](=[O:41])[C:10]3([CH:15]([C:16]4[CH:21]=[C:20]([Cl:22])[CH:19]=[CH:18][C:17]=4[O:23][C:24]([CH2:30][CH3:31])([C:27]([OH:29])=O)[CH2:25][CH3:26])[CH2:14][C:13](=[O:32])[NH:12][CH:11]3[C:33]3[CH:38]=[C:37]([F:39])[CH:36]=[CH:35][C:34]=3[CH3:40])[C:5]2=[CH:4][CH:3]=1.[OH:42][C@H:43]1[CH2:47][CH2:46][NH:45][CH2:44]1.CN(C(ON1N=NC2C=CC=NC1=2)=[N+](C)C)C.F[P-](F)(F)(F)(F)F.O, predict the reaction product. The product is: [Cl:1][C:2]1[CH:7]=[C:6]2[NH:8][C:9](=[O:41])[C:10]3([CH:15]([C:16]4[CH:21]=[C:20]([Cl:22])[CH:19]=[CH:18][C:17]=4[O:23][C:24]([CH2:30][CH3:31])([C:27]([N:45]4[CH2:46][CH2:47][C@H:43]([OH:42])[CH2:44]4)=[O:29])[CH2:25][CH3:26])[CH2:14][C:13](=[O:32])[NH:12][CH:11]3[C:33]3[CH:38]=[C:37]([F:39])[CH:36]=[CH:35][C:34]=3[CH3:40])[C:5]2=[CH:4][CH:3]=1. (4) Given the reactants [Br:1][C:2]1[CH:3]=[C:4]([NH2:10])[CH:5]=[N:6][C:7]=1[O:8][CH3:9].CCN(C(C)C)C(C)C.Br[CH2:21][CH2:22][O:23][CH2:24][CH2:25]Br, predict the reaction product. The product is: [Br:1][C:2]1[CH:3]=[C:4]([N:10]2[CH2:25][CH2:24][O:23][CH2:22][CH2:21]2)[CH:5]=[N:6][C:7]=1[O:8][CH3:9].